This data is from Full USPTO retrosynthesis dataset with 1.9M reactions from patents (1976-2016). The task is: Predict the reactants needed to synthesize the given product. (1) Given the product [CH3:15][O:16][C:17]1[CH:18]=[C:19]([N:23]2[C:32]3[C:27](=[CH:28][C:29]([F:34])=[C:30]([N:5]4[CH2:6][CH2:7][N:2]([CH3:1])[CH2:3][CH2:4]4)[CH:31]=3)[C:26](=[O:35])[N:25]([O:36][CH2:37][C:38]3[CH:43]=[CH:42][CH:41]=[CH:40][CH:39]=3)[C:24]2=[O:44])[CH:20]=[CH:21][CH:22]=1, predict the reactants needed to synthesize it. The reactants are: [CH3:1][N:2]1[CH2:7][CH2:6][NH:5][CH2:4][CH2:3]1.C(N(CC)CC)C.[CH3:15][O:16][C:17]1[CH:18]=[C:19]([N:23]2[C:32]3[C:27](=[CH:28][C:29]([F:34])=[C:30](F)[CH:31]=3)[C:26](=[O:35])[N:25]([O:36][CH2:37][C:38]3[CH:43]=[CH:42][CH:41]=[CH:40][CH:39]=3)[C:24]2=[O:44])[CH:20]=[CH:21][CH:22]=1. (2) Given the product [F:19][C:20]1[CH:27]=[CH:26][C:23]([CH2:24][NH:2][C@H:3]2[C@@H:8]3[CH2:9][C@@H:5]([CH2:6][CH2:7]3)[C@H:4]2[C:10]([O:12][CH3:13])=[O:11])=[CH:22][CH:21]=1, predict the reactants needed to synthesize it. The reactants are: Cl.[NH2:2][C@H:3]1[C@@H:8]2[CH2:9][C@@H:5]([CH2:6][CH2:7]2)[C@H:4]1[C:10]([O:12][CH3:13])=[O:11].C([O-])(=O)C.[Na+].[F:19][C:20]1[CH:27]=[CH:26][C:23]([CH:24]=O)=[CH:22][CH:21]=1.C([BH3-])#N.[Na+].C(=O)(O)[O-].[Na+]. (3) Given the product [OH:8][CH2:9][CH2:10][CH2:11][CH2:12][O:13][C:14]1[CH:15]=[CH:16][C:17]2[CH2:23][CH2:22][NH:21][C:20](=[O:24])[NH:19][C:18]=2[N:25]=1, predict the reactants needed to synthesize it. The reactants are: C([O:8][CH2:9][CH2:10][CH2:11][CH2:12][O:13][C:14]1[CH:15]=[CH:16][C:17]2[CH:23]=[CH:22][NH:21][C:20](=[O:24])[NH:19][C:18]=2[N:25]=1)C1C=CC=CC=1.